This data is from Full USPTO retrosynthesis dataset with 1.9M reactions from patents (1976-2016). The task is: Predict the reactants needed to synthesize the given product. (1) Given the product [Br:1][C:2]1[CH:8]=[CH:7][C:5]([NH:6][C:9](=[O:11])[CH3:10])=[CH:4][CH:3]=1, predict the reactants needed to synthesize it. The reactants are: [Br:1][C:2]1[CH:8]=[CH:7][C:5]([NH2:6])=[CH:4][CH:3]=1.[C:9](OC(=O)C)(=[O:11])[CH3:10]. (2) Given the product [F:14][C:4]1[CH:3]=[C:2]([CH:23]=[O:24])[CH:7]=[CH:6][C:5]=1[C:8]1[CH:13]=[CH:12][CH:11]=[CH:10][CH:9]=1, predict the reactants needed to synthesize it. The reactants are: Br[C:2]1[CH:7]=[CH:6][C:5]([C:8]2[CH:13]=[CH:12][CH:11]=[CH:10][CH:9]=2)=[C:4]([F:14])[CH:3]=1.C([Li])CCC.CN([CH:23]=[O:24])C. (3) Given the product [O:14]=[C:11]1[CH2:12][CH2:13][N:8]([C:6]([O:25][CH2:24][C@@H:23]([N:22]([CH2:15][C:16]2[CH:17]=[CH:18][CH:19]=[CH:20][CH:21]=2)[CH2:27][C:28]2[CH:29]=[CH:30][CH:31]=[CH:32][CH:33]=2)[CH3:26])=[O:5])[CH2:9][CH2:10]1, predict the reactants needed to synthesize it. The reactants are: C([O:5][C:6]([N:8]1[CH2:13][CH2:12][C:11](=[O:14])[CH2:10][CH2:9]1)=O)(C)(C)C.[CH2:15]([N:22]([CH2:27][C:28]1[CH:33]=[CH:32][CH:31]=[CH:30][CH:29]=1)[C@@H:23]([CH3:26])[CH2:24][OH:25])[C:16]1[CH:21]=[CH:20][CH:19]=[CH:18][CH:17]=1. (4) Given the product [C:33]([C:2]1[C:7]([O:8][CH2:9][C@@H:10]([NH:15][C:16](=[O:22])[O:17][C:18]([CH3:20])([CH3:19])[CH3:21])[CH2:11][CH:12]([CH3:13])[CH3:14])=[CH:6][C:5]2[O:23][CH:24]([CH3:31])[C:25]3[C:30]([C:4]=2[CH:3]=1)=[CH:29][CH:28]=[N:27][CH:26]=3)#[N:32], predict the reactants needed to synthesize it. The reactants are: Br[C:2]1[C:7]([O:8][CH2:9][C@@H:10]([NH:15][C:16](=[O:22])[O:17][C:18]([CH3:21])([CH3:20])[CH3:19])[CH2:11][CH:12]([CH3:14])[CH3:13])=[CH:6][C:5]2[O:23][CH:24]([CH3:31])[C:25]3[C:30]([C:4]=2[CH:3]=1)=[CH:29][CH:28]=[N:27][CH:26]=3.[NH:32]1CCC[C@H:33]1C(O)=O.[Cu]C#N. (5) Given the product [OH:8][C:9]1[CH:10]=[CH:11][CH:12]=[C:13]2[C:17]=1[NH:16][CH:15]=[CH:14]2, predict the reactants needed to synthesize it. The reactants are: C([O:8][C:9]1[CH:10]=[CH:11][CH:12]=[C:13]2[C:17]=1[NH:16][CH:15]=[CH:14]2)C1C=CC=CC=1. (6) Given the product [Cl:8][C:9]1[CH:10]=[C:11]([NH:7][C:4]2[CH:5]=[CH:6][N:1]=[CH:2][N:3]=2)[C:12]2[N:13]([C:15]([C:18]([NH:20][C:21]3[CH:26]=[CH:25][N:24]=[CH:23][CH:22]=3)=[O:19])=[CH:16][N:17]=2)[N:14]=1, predict the reactants needed to synthesize it. The reactants are: [N:1]1[CH:6]=[CH:5][C:4]([NH2:7])=[N:3][CH:2]=1.[Cl:8][C:9]1[CH:10]=[C:11](Cl)[C:12]2[N:13]([C:15]([C:18]([NH:20][C:21]3[CH:26]=[CH:25][N:24]=[CH:23][CH:22]=3)=[O:19])=[CH:16][N:17]=2)[N:14]=1.CC1(C)C2C=CC=C(P(C3C=CC=CC=3)C3C=CC=CC=3)C=2OC2C1=CC=CC=2P(C1C=CC=CC=1)C1C=CC=CC=1.C([O-])([O-])=O.[Cs+].[Cs+]. (7) Given the product [OH:8][CH:9]1[CH2:18][C:17]2[C:12](=[CH:13][CH:14]=[C:15]([C:19]3[CH:20]=[N:21][N:22]([CH3:24])[CH:23]=3)[CH:16]=2)[N:11]([C:25]2[C:29]3[CH2:30][N:31]([C:34](=[O:36])[CH3:35])[CH2:32][CH2:33][C:28]=3[N:27]([C@H:37]3[CH2:41][CH2:40][O:39][CH2:38]3)[N:26]=2)[CH2:10]1, predict the reactants needed to synthesize it. The reactants are: [Si]([O:8][CH:9]1[CH2:18][C:17]2[C:12](=[CH:13][CH:14]=[C:15]([C:19]3[CH:20]=[N:21][N:22]([CH3:24])[CH:23]=3)[CH:16]=2)[N:11]([C:25]2[C:29]3[CH2:30][N:31]([C:34](=[O:36])[CH3:35])[CH2:32][CH2:33][C:28]=3[N:27]([C@H:37]3[CH2:41][CH2:40][O:39][CH2:38]3)[N:26]=2)[CH2:10]1)(C(C)(C)C)(C)C.[F-].C([N+](CCCC)(CCCC)CCCC)CCC.O.